From a dataset of Forward reaction prediction with 1.9M reactions from USPTO patents (1976-2016). Predict the product of the given reaction. (1) Given the reactants [CH2:1]([O:3][C:4](=[O:8])[CH2:5]C#[N:7])C.[CH:9]1([C:15](C)=[O:16])[CH2:14][CH2:13][CH2:12][CH2:11][CH2:10]1, predict the reaction product. The product is: [C:4]([O-:8])(=[O:3])[CH3:5].[NH4+:7].[CH3:1][C:12]1[CH:11]=[CH:10][C:9]([CH:15]=[O:16])=[CH:14][CH:13]=1. (2) The product is: [F:1][C:2]1[CH:3]=[C:4]([NH:5][S:27]([C:24]2[CH:25]=[CH:26][C:21]([CH3:31])=[CH:22][CH:23]=2)(=[O:29])=[O:28])[CH:6]=[CH:7][C:8]=1[O:9][C:10]1[CH:15]=[CH:14][N:13]=[C:12]2[N:16]([S:27]([C:24]3[CH:25]=[CH:26][C:21]([CH3:31])=[CH:22][CH:23]=3)(=[O:29])=[O:28])[CH:17]=[CH:18][C:11]=12. Given the reactants [F:1][C:2]1[CH:3]=[C:4]([CH:6]=[CH:7][C:8]=1[O:9][C:10]1[CH:15]=[CH:14][N:13]=[C:12]2[NH:16][CH:17]=[CH:18][C:11]=12)[NH2:5].[H-].[Na+].[C:21]1([CH3:31])[CH:26]=[CH:25][C:24]([S:27](Cl)(=[O:29])=[O:28])=[CH:23][CH:22]=1, predict the reaction product. (3) Given the reactants [CH3:1][N:2]1[CH2:7][CH2:6][CH:5]([NH2:8])[CH2:4][CH2:3]1.CCN(C(C)C)C(C)C.Cl.[Cl:19][C:20]1[CH:25]=[CH:24][N:23]=[C:22]([C:26](Cl)=[O:27])[CH:21]=1, predict the reaction product. The product is: [Cl:19][C:20]1[CH:25]=[CH:24][N:23]=[C:22]([C:26]([NH:8][CH:5]2[CH2:6][CH2:7][N:2]([CH3:1])[CH2:3][CH2:4]2)=[O:27])[CH:21]=1. (4) Given the reactants [Cl:1][C:2]1[CH:22]=[C:21]([NH:23][C:24]#[N:25])[CH:20]=[C:19]([CH3:26])[C:3]=1[O:4][C:5]1[CH:6]=[CH:7][C:8]([OH:18])=[C:9]([S:11]([NH:14][CH:15]2[CH2:17][CH2:16]2)(=[O:13])=[O:12])[CH:10]=1.[N-:27]=[N+:28]=[N-:29].[Na+].[Cl-].[NH4+], predict the reaction product. The product is: [Cl:1][C:2]1[CH:22]=[C:21]([NH:23][C:24]2[NH:29][N:28]=[N:27][N:25]=2)[CH:20]=[C:19]([CH3:26])[C:3]=1[O:4][C:5]1[CH:6]=[CH:7][C:8]([OH:18])=[C:9]([S:11]([NH:14][CH:15]2[CH2:16][CH2:17]2)(=[O:12])=[O:13])[CH:10]=1. (5) Given the reactants O.[OH-].[Li+].[CH3:4][C:5]1[CH:10]=[CH:9][CH:8]=[C:7]([CH3:11])[C:6]=1[NH:12][C:13]([NH:15][C:16]1[C:17]([C:26]([N:28]([CH2:35][C:36]2[CH:41]=[CH:40][CH:39]=[CH:38][N:37]=2)[CH2:29][C:30]([O:32]CC)=[O:31])=[O:27])=[CH:18][C:19]2[C:24]([CH:25]=1)=[CH:23][CH:22]=[CH:21][CH:20]=2)=[O:14].O.Cl, predict the reaction product. The product is: [CH3:4][C:5]1[CH:10]=[CH:9][CH:8]=[C:7]([CH3:11])[C:6]=1[NH:12][C:13]([NH:15][C:16]1[C:17]([C:26]([N:28]([CH2:35][C:36]2[CH:41]=[CH:40][CH:39]=[CH:38][N:37]=2)[CH2:29][C:30]([OH:32])=[O:31])=[O:27])=[CH:18][C:19]2[C:24]([CH:25]=1)=[CH:23][CH:22]=[CH:21][CH:20]=2)=[O:14]. (6) The product is: [O:1]1[CH:5]=[CH:4][N:3]=[C:2]1[C:6]1[CH:14]=[CH:13][CH:12]=[C:11]2[C:7]=1[CH2:8][N:9]([CH2:16][CH:17]1[CH2:30][CH:18]1[B:19]1[O:23][C:22]([CH3:25])([CH3:24])[C:21]([CH3:27])([CH3:26])[O:20]1)[C:10]2=[O:15]. Given the reactants [O:1]1[CH:5]=[CH:4][N:3]=[C:2]1[C:6]1[CH:14]=[CH:13][CH:12]=[C:11]2[C:7]=1[CH2:8][N:9]([CH2:16][CH:17]=[CH:18][B:19]1[O:23][C:22]([CH3:25])([CH3:24])[C:21]([CH3:27])([CH3:26])[O:20]1)[C:10]2=[O:15].[N+](=[CH2:30])=[N-], predict the reaction product. (7) Given the reactants [Cl:1][C:2]1[CH:7]=[CH:6][C:5]([C@H:8]2[CH2:13][C@@H:12]([C:14]3[O:18][NH:17][C:16](=[O:19])[CH:15]=3)[CH2:11][CH2:10][N:9]2C(OC)=O)=[CH:4][CH:3]=1.Br, predict the reaction product. The product is: [Cl:1][C:2]1[CH:7]=[CH:6][C:5]([C@H:8]2[CH2:13][C@@H:12]([C:14]3[O:18][NH:17][C:16](=[O:19])[CH:15]=3)[CH2:11][CH2:10][NH:9]2)=[CH:4][CH:3]=1.